Task: Predict the reactants needed to synthesize the given product.. Dataset: Full USPTO retrosynthesis dataset with 1.9M reactions from patents (1976-2016) (1) Given the product [N+:1]([C:4]1[CH:5]=[CH:6][C:7]([S:10]([CH3:13])(=[N:12][C:24](=[O:25])[CH2:23][O:22][CH3:21])=[O:11])=[CH:8][CH:9]=1)([O-:3])=[O:2], predict the reactants needed to synthesize it. The reactants are: [N+:1]([C:4]1[CH:9]=[CH:8][C:7]([S:10]([CH3:13])(=[NH:12])=[O:11])=[CH:6][CH:5]=1)([O-:3])=[O:2].C(N(CC)CC)C.[CH3:21][O:22][CH2:23][C:24](Cl)=[O:25]. (2) Given the product [C:1]([S:5]([C:6]1[CH:7]=[C:8]2[C:13](=[CH:14][C:15]=1[O:16][CH3:17])[N:12]=[CH:11][N:10]=[C:9]2[NH:18][C:19]1[CH:20]=[CH:21][C:22]2[S:26][CH:25]=[N:24][C:23]=2[CH:27]=1)=[O:28])([CH3:4])([CH3:2])[CH3:3], predict the reactants needed to synthesize it. The reactants are: [C:1]([S:5][C:6]1[CH:7]=[C:8]2[C:13](=[CH:14][C:15]=1[O:16][CH3:17])[N:12]=[CH:11][N:10]=[C:9]2[NH:18][C:19]1[CH:20]=[CH:21][C:22]2[S:26][CH:25]=[N:24][C:23]=2[CH:27]=1)([CH3:4])([CH3:3])[CH3:2].[OH:28]OS([O-])=O.[K+]. (3) Given the product [CH3:28][C:25]1([CH3:29])[CH2:24][C:23]2[CH:22]=[CH:21][CH:20]=[C:19]([CH2:18][N:15]3[CH2:14][CH2:13][C:10]4([CH2:9][CH2:8][N:7]([C:5]([C:4]5[CH:30]=[CH:31][N:32]=[C:2]([NH:34][CH3:33])[CH:3]=5)=[O:6])[CH2:12][CH2:11]4)[CH2:17][CH2:16]3)[C:27]=2[O:26]1, predict the reactants needed to synthesize it. The reactants are: Cl[C:2]1[CH:3]=[C:4]([CH:30]=[CH:31][N:32]=1)[C:5]([N:7]1[CH2:12][CH2:11][C:10]2([CH2:17][CH2:16][N:15]([CH2:18][C:19]3[C:27]4[O:26][C:25]([CH3:29])([CH3:28])[CH2:24][C:23]=4[CH:22]=[CH:21][CH:20]=3)[CH2:14][CH2:13]2)[CH2:9][CH2:8]1)=[O:6].[CH3:33][NH2:34]. (4) Given the product [Cl:1][C:2]1[N:3]([CH2:16][C@@H:15]([OH:17])[CH2:14][O:13][S:10]([C:18]2[CH:24]=[CH:23][C:21]([CH3:22])=[CH:20][CH:19]=2)(=[O:12])=[O:11])[CH:4]=[C:5]([N+:7]([O-:9])=[O:8])[N:6]=1, predict the reactants needed to synthesize it. The reactants are: [Cl:1][C:2]1[NH:3][CH:4]=[C:5]([N+:7]([O-:9])=[O:8])[N:6]=1.[S:10]([C:18]1[CH:24]=[CH:23][C:21]([CH3:22])=[CH:20][CH:19]=1)([O:13][CH2:14][C@@H:15]1[O:17][CH2:16]1)(=[O:12])=[O:11].C(=O)([O-])O.[Na+]. (5) Given the product [N+:20]([C:18]1[CH:17]=[CH:16][C:10]2[O:11][CH2:12][C@H:13]([CH2:15][OH:14])[O:8][C:9]=2[CH:19]=1)([O-:22])=[O:21], predict the reactants needed to synthesize it. The reactants are: C([O:8][C:9]1[CH:19]=[C:18]([N+:20]([O-:22])=[O:21])[CH:17]=[CH:16][C:10]=1[O:11][CH2:12][C@H:13]1[CH2:15][O:14]1)C1C=CC=CC=1.C(=O)(O)[O-].[Na+]. (6) Given the product [CH:23]([N:19]1[C:18]([C:12]2[N:11]=[C:10]3[C:9]4[CH:26]=[CH:27][C:6]([CH:4]5[CH2:3][N:2]([CH2:29][C:30]([N:32]([CH3:34])[CH3:33])=[O:31])[CH2:5]5)=[CH:7][C:8]=4[O:17][CH2:16][CH2:15][N:14]3[CH:13]=2)=[N:22][CH:21]=[N:20]1)([CH3:24])[CH3:25], predict the reactants needed to synthesize it. The reactants are: Cl.[NH:2]1[CH2:5][CH:4]([C:6]2[CH:27]=[CH:26][C:9]3[C:10]4[N:14]([CH2:15][CH2:16][O:17][C:8]=3[CH:7]=2)[CH:13]=[C:12]([C:18]2[N:19]([CH:23]([CH3:25])[CH3:24])[N:20]=[CH:21][N:22]=2)[N:11]=4)[CH2:3]1.Cl[CH2:29][C:30]([N:32]([CH3:34])[CH3:33])=[O:31].CO. (7) Given the product [Br:1][C:2]1[C:3]([C:17]2[CH:22]=[CH:21][C:20]([C:23]([F:24])([F:26])[F:25])=[CH:19][CH:18]=2)=[N:4][N:5]([CH3:16])[C:6]=1[CH2:7][OH:8], predict the reactants needed to synthesize it. The reactants are: [Br:1][C:2]1[C:3]([C:17]2[CH:22]=[CH:21][C:20]([C:23]([F:26])([F:25])[F:24])=[CH:19][CH:18]=2)=[N:4][N:5]([CH3:16])[C:6]=1[C:7](C)(C)[O:8][SiH2]C(C)(C)C.[F-].C([N+](CCCC)(CCCC)CCCC)CCC.